This data is from Forward reaction prediction with 1.9M reactions from USPTO patents (1976-2016). The task is: Predict the product of the given reaction. (1) Given the reactants [Cl:1][C:2]1[C:7]([C:8]#[N:9])=[CH:6][C:5]([F:10])=[C:4](Cl)[N:3]=1.P([O-])([O-])([O-])=O.[K+].[K+].[K+].[CH2:20]1COC[CH2:21]1, predict the reaction product. The product is: [Cl:1][C:2]1[C:7]([C:8]#[N:9])=[CH:6][C:5]([F:10])=[C:4]([CH2:20][CH3:21])[N:3]=1. (2) Given the reactants [C:1]([O:5][C:6](=[O:39])[NH:7][C:8]1([C:12]2[CH:17]=[CH:16][C:15]([C:18]3[C:23]([C:24]4[CH:29]=[CH:28][CH:27]=[CH:26][CH:25]=4)=[CH:22][N:21]4[CH:30]=[C:31]([C:33]5[CH:38]=[CH:37][CH:36]=[CH:35][CH:34]=5)[N:32]=[C:20]4[N:19]=3)=[CH:14][CH:13]=2)[CH2:11][CH2:10][CH2:9]1)([CH3:4])([CH3:3])[CH3:2].C1C(=O)N([Br:47])C(=O)C1, predict the reaction product. The product is: [C:1]([O:5][C:6](=[O:39])[NH:7][C:8]1([C:12]2[CH:13]=[CH:14][C:15]([C:18]3[C:23]([C:24]4[CH:25]=[CH:26][CH:27]=[CH:28][CH:29]=4)=[CH:22][N:21]4[C:30]([Br:47])=[C:31]([C:33]5[CH:34]=[CH:35][CH:36]=[CH:37][CH:38]=5)[N:32]=[C:20]4[N:19]=3)=[CH:16][CH:17]=2)[CH2:11][CH2:10][CH2:9]1)([CH3:4])([CH3:2])[CH3:3]. (3) Given the reactants [Br:1][C:2]1[CH:3]=[C:4]([S:9](Cl)(=[O:11])=[O:10])[CH:5]=[CH:6][C:7]=1[Br:8].[CH3:13][N:14]([CH2:16][CH2:17][O:18][C:19]1[CH:20]=[C:21]([CH:23]=[CH:24][C:25]=1[Cl:26])[NH2:22])[CH3:15], predict the reaction product. The product is: [Br:1][C:2]1[CH:3]=[C:4]([S:9]([NH:22][C:21]2[CH:23]=[CH:24][C:25]([Cl:26])=[C:19]([O:18][CH2:17][CH2:16][N:14]([CH3:15])[CH3:13])[CH:20]=2)(=[O:11])=[O:10])[CH:5]=[CH:6][C:7]=1[Br:8]. (4) Given the reactants [CH2:1]([N:8]1[CH:12]=[C:11]([C:13]2[CH:14]=[C:15]([N+:21]([O-])=O)[C:16]([O:19][CH3:20])=[N:17][CH:18]=2)[CH:10]=[N:9]1)[C:2]1[CH:7]=[CH:6][CH:5]=[CH:4][CH:3]=1, predict the reaction product. The product is: [CH2:1]([N:8]1[CH:12]=[C:11]([C:13]2[CH:14]=[C:15]([NH2:21])[C:16]([O:19][CH3:20])=[N:17][CH:18]=2)[CH:10]=[N:9]1)[C:2]1[CH:3]=[CH:4][CH:5]=[CH:6][CH:7]=1. (5) The product is: [C:22]1([CH3:32])[CH:27]=[CH:26][C:25]([S:28]([O:9][CH2:8][CH2:7][C:6]2[O:5][C:4]([C:10]3[CH:15]=[C:14]([O:16][CH3:17])[C:13]([O:18][CH3:19])=[C:12]([O:20][CH3:21])[CH:11]=3)=[N:3][C:2]=2[CH3:1])(=[O:30])=[O:29])=[CH:24][CH:23]=1. Given the reactants [CH3:1][C:2]1[N:3]=[C:4]([C:10]2[CH:15]=[C:14]([O:16][CH3:17])[C:13]([O:18][CH3:19])=[C:12]([O:20][CH3:21])[CH:11]=2)[O:5][C:6]=1[CH2:7][CH2:8][OH:9].[C:22]1([CH3:32])[CH:27]=[CH:26][C:25]([S:28](Cl)(=[O:30])=[O:29])=[CH:24][CH:23]=1.N1C=CC=CC=1, predict the reaction product. (6) Given the reactants [Br:1][C:2]1[CH:7]=[CH:6][C:5]([CH:8]([OH:10])[CH3:9])=[CH:4][CH:3]=1.[H-].[Na+].[CH3:13]I, predict the reaction product. The product is: [Br:1][C:2]1[CH:7]=[CH:6][C:5]([CH:8]([O:10][CH3:13])[CH3:9])=[CH:4][CH:3]=1.